From a dataset of NCI-60 drug combinations with 297,098 pairs across 59 cell lines. Regression. Given two drug SMILES strings and cell line genomic features, predict the synergy score measuring deviation from expected non-interaction effect. (1) Drug 2: CCC(=C(C1=CC=CC=C1)C2=CC=C(C=C2)OCCN(C)C)C3=CC=CC=C3.C(C(=O)O)C(CC(=O)O)(C(=O)O)O. Cell line: K-562. Drug 1: CC1OCC2C(O1)C(C(C(O2)OC3C4COC(=O)C4C(C5=CC6=C(C=C35)OCO6)C7=CC(=C(C(=C7)OC)O)OC)O)O. Synergy scores: CSS=35.5, Synergy_ZIP=-1.32, Synergy_Bliss=-3.22, Synergy_Loewe=-11.8, Synergy_HSA=-3.68. (2) Drug 1: CCC(=C(C1=CC=CC=C1)C2=CC=C(C=C2)OCCN(C)C)C3=CC=CC=C3.C(C(=O)O)C(CC(=O)O)(C(=O)O)O. Drug 2: C1CN1C2=NC(=NC(=N2)N3CC3)N4CC4. Cell line: OVCAR-4. Synergy scores: CSS=4.27, Synergy_ZIP=-2.45, Synergy_Bliss=-3.90, Synergy_Loewe=-13.6, Synergy_HSA=-6.42.